This data is from Retrosynthesis with 50K atom-mapped reactions and 10 reaction types from USPTO. The task is: Predict the reactants needed to synthesize the given product. (1) Given the product CC(O)c1cccc(-c2ccn3nc(-c4ccc(Cl)cc4)cc3c2)c1, predict the reactants needed to synthesize it. The reactants are: C[Mg+].O=Cc1cccc(-c2ccn3nc(-c4ccc(Cl)cc4)cc3c2)c1. (2) Given the product Cn1ncc(Cl)c1-c1ccc2c(n1)CN([C@H](CO)Cc1cccc(F)c1)C2=O, predict the reactants needed to synthesize it. The reactants are: Cn1ncc(Cl)c1B1OC(C)(C)C(C)(C)O1.O=C1c2ccc(Br)nc2CN1[C@H](CO)Cc1cccc(F)c1. (3) Given the product CCCCCCCCCCCCCCCCNc1ccc(C(=O)NCC(=O)O)c(F)c1, predict the reactants needed to synthesize it. The reactants are: CCCCCCCCCCCCCCCCNc1ccc(C(=O)NCC(=O)OCC)c(F)c1. (4) Given the product Cc1cc(C)cc(Nc2ncc(-c3ccc4c(c3)C(=O)NS4(=O)=O)c(-n3nc(C(F)(F)F)cc3C)n2)c1, predict the reactants needed to synthesize it. The reactants are: Cc1cc(C)cc(Nc2ncc(Br)c(-n3nc(C(F)(F)F)cc3C)n2)c1.O=C1NS(=O)(=O)c2ccc(B(O)O)cc21. (5) Given the product Cc1ccc(CCC(C)O)o1, predict the reactants needed to synthesize it. The reactants are: CC(=O)CCc1ccc(C)o1. (6) Given the product CCOC(=O)N1c2ccc(OC)nc2[C@@H](Nc2ncc(N3CCCC3)c(Cc3cc(C(F)(F)F)cc(C(F)(F)F)c3)n2)C[C@H]1CC, predict the reactants needed to synthesize it. The reactants are: C1CCNC1.CCOC(=O)N1c2ccc(OC)nc2[C@@H](Nc2ncc(Br)c(Cc3cc(C(F)(F)F)cc(C(F)(F)F)c3)n2)C[C@H]1CC. (7) Given the product CC[C@H](C)[C@H](N)CN(C(=O)[C@@H]1C[C@H]1c1ccccn1)c1ccc(-c2ccc(COC)cc2)cc1, predict the reactants needed to synthesize it. The reactants are: CC[C@H](C)[C@@H](CN(C(=O)C1CC1c1ccccn1)c1ccc(-c2ccc(COC)cc2)cc1)NC(=O)OC(C)(C)C.